Task: Predict which catalyst facilitates the given reaction.. Dataset: Catalyst prediction with 721,799 reactions and 888 catalyst types from USPTO (1) Reactant: [ClH:1].Cl.Cl.[CH3:4][N:5]1[CH2:10][CH2:9][CH:8]([N:11]([C:13]2[CH:18]=[CH:17][CH:16]=[C:15]([NH2:19])[CH:14]=2)[CH3:12])[CH2:7][CH2:6]1.[F:20][C:21]1[CH:29]=[C:28]([F:30])[CH:27]=[C:26]([F:31])[C:22]=1[C:23]([Cl:25])=[O:24]. Product: [ClH:25].[ClH:1].[F:20][C:21]1[CH:29]=[C:28]([F:30])[CH:27]=[C:26]([F:31])[C:22]=1[C:23]([NH:19][C:15]1[CH:16]=[CH:17][CH:18]=[C:13]([N:11]([CH3:12])[CH:8]2[CH2:7][CH2:6][N:5]([CH3:4])[CH2:10][CH2:9]2)[CH:14]=1)=[O:24]. The catalyst class is: 5. (2) Reactant: CC1(C)C2C(=C(P(C3C=CC=CC=3)C3C=CC=CC=3)C=CC=2)OC2C(P(C3C=CC=CC=3)C3C=CC=CC=3)=CC=CC1=2.[Br:43][C:44]1[CH:49]=[C:48]([C:50]([F:53])([F:52])[F:51])[CH:47]=[CH:46][C:45]=1I.[NH2:55][C:56]1[CH:61]=[CH:60][C:59]([S:62][CH2:63][C:64]2[CH:69]=[CH:68][CH:67]=[CH:66][CH:65]=2)=[CH:58][C:57]=1/[CH:70]=[CH:71]/[C:72]([O:74]CC)=O.P([O-])([O-])([O-])=O.[K+].[K+].[K+]. Product: [CH2:63]([S:62][C:59]1[CH:58]=[C:57]2[C:56](=[CH:61][CH:60]=1)[N:55]([C:45]1[CH:46]=[CH:47][C:48]([C:50]([F:53])([F:52])[F:51])=[CH:49][C:44]=1[Br:43])[C:72](=[O:74])[CH:71]=[CH:70]2)[C:64]1[CH:69]=[CH:68][CH:67]=[CH:66][CH:65]=1. The catalyst class is: 333. (3) Reactant: [F:1][C:2]1[CH:7]=[CH:6][C:5]([NH:8][C:9](=[NH:23])[C:10]([CH3:22])([CH3:21])[CH2:11][C:12]2[C:17]([F:18])=[CH:16][CH:15]=[C:14]([F:19])[C:13]=2[F:20])=[CH:4][CH:3]=1.C(O)(=O)C.C(N(CC)CC)C.Br[CH:36]([CH:39]=O)[CH:37]=[O:38]. Product: [F:1][C:2]1[CH:7]=[CH:6][C:5]([N:8]2[C:36]([CH:37]=[O:38])=[CH:39][N:23]=[C:9]2[C:10]([CH3:21])([CH3:22])[CH2:11][C:12]2[C:17]([F:18])=[CH:16][CH:15]=[C:14]([F:19])[C:13]=2[F:20])=[CH:4][CH:3]=1. The catalyst class is: 32. (4) Product: [CH2:5]([C:12]1[C:21]2[C:16](=[CH:17][CH:18]=[CH:19][CH:20]=2)[C:15](=[O:22])[O:14][C:13]=1[CH:23]([Br:2])[CH3:24])[C:6]1[CH:11]=[CH:10][CH:9]=[CH:8][CH:7]=1. Reactant: P(Br)(Br)[Br:2].[CH2:5]([C:12]1[C:21]2[C:16](=[CH:17][CH:18]=[CH:19][CH:20]=2)[C:15](=[O:22])[O:14][C:13]=1[CH:23](O)[CH3:24])[C:6]1[CH:11]=[CH:10][CH:9]=[CH:8][CH:7]=1. The catalyst class is: 2.